The task is: Predict the reaction yield, written as a fraction of the theoretical maximum amount of product (1.0 means a 100% yield; for example, 0.34 means a 34% yield).. This data is from Reaction yield outcomes from USPTO patents with 853,638 reactions. (1) The product is [C:1]([O:5][C:6]([N:8]1[C:12]2=[N:13][CH:14]=[CH:15][CH:16]=[C:11]2[C:10]([B:18]2[O:22][C:21]([CH3:24])([CH3:23])[C:20]([CH3:26])([CH3:25])[O:19]2)=[CH:9]1)=[O:7])([CH3:4])([CH3:3])[CH3:2]. The yield is 0.480. The catalyst is C1C=CC(P(C2C=CC=CC=2)[C-]2C=CC=C2)=CC=1.C1C=CC(P(C2C=CC=CC=2)[C-]2C=CC=C2)=CC=1.Cl[Pd]Cl.[Fe+2]. The reactants are [C:1]([O:5][C:6]([N:8]1[C:12]2=[N:13][CH:14]=[CH:15][CH:16]=[C:11]2[C:10](I)=[CH:9]1)=[O:7])([CH3:4])([CH3:3])[CH3:2].[B:18]1([B:18]2[O:22][C:21]([CH3:24])([CH3:23])[C:20]([CH3:26])([CH3:25])[O:19]2)[O:22][C:21]([CH3:24])([CH3:23])[C:20]([CH3:26])([CH3:25])[O:19]1.C([O-])(=O)C.[K+].ClCCl.CN(C)C=O. (2) The reactants are C(N(CC)CC)C.[Cl:8][C:9]1[C:14]([C:15]([F:18])([F:17])[F:16])=[CH:13][N:12]=[C:11]2[NH:19][CH:20]=[C:21]([NH2:22])[C:10]=12.[C:23](O)(=[O:30])[C:24]1[CH:29]=[CH:28][CH:27]=[N:26][CH:25]=1.C1N(P(Cl)(N2C(=O)OCC2)=O)C(=O)OC1. The catalyst is C(Cl)Cl.O. The product is [Cl:8][C:9]1[C:14]([C:15]([F:18])([F:16])[F:17])=[CH:13][N:12]=[C:11]2[NH:19][CH:20]=[C:21]([NH:22][C:23](=[O:30])[C:24]3[CH:29]=[CH:28][CH:27]=[N:26][CH:25]=3)[C:10]=12. The yield is 0.320. (3) The reactants are [CH2:1]([NH2:4])[C:2]#[CH:3].[F:5][C:6]([F:17])([F:16])[C:7]1[CH:8]=[C:9]([CH:13]=[CH:14][CH:15]=1)[C:10](Cl)=[O:11]. The catalyst is C(Cl)Cl. The product is [CH2:1]([NH:4][C:10](=[O:11])[C:9]1[CH:13]=[CH:14][CH:15]=[C:7]([C:6]([F:5])([F:16])[F:17])[CH:8]=1)[C:2]#[CH:3]. The yield is 0.960. (4) The reactants are Br[C:2]1[CH:3]=[CH:4][C:5]2[O:6][CH2:7][C:8](=[O:12])[NH:9][C:10]=2[N:11]=1.[CH2:13]([O:15]C(=O)COC1C([N+]([O-])=O)=NC(Br)=CC=1)C. The catalyst is C(O)(=O)C.CCOC(C)=O.[Fe]. The product is [O:12]=[C:8]1[CH2:7][O:6][C:5]2[CH:4]=[CH:3][C:2]([CH:13]=[O:15])=[N:11][C:10]=2[NH:9]1. The yield is 0.570. (5) The reactants are [NH2:1][C:2]1[NH:6][N:5]=[C:4]([CH3:7])[C:3]=1[C:8]1[S:9][C:10]2[CH:16]=[C:15]([S:17](Cl)(=[O:19])=[O:18])[CH:14]=[CH:13][C:11]=2[N:12]=1.[CH:21]1([CH2:24][NH2:25])[CH2:23][CH2:22]1.CN1CCOCC1. The catalyst is CO. The product is [CH:21]1([CH2:24][NH:25][S:17]([C:15]2[CH:14]=[CH:13][C:11]3[N:12]=[C:8]([C:3]4[C:4]([CH3:7])=[N:5][NH:6][C:2]=4[NH2:1])[S:9][C:10]=3[CH:16]=2)(=[O:19])=[O:18])[CH2:23][CH2:22]1. The yield is 0.210. (6) The reactants are [CH3:1][O:2][C:3]1[CH:10]=[CH:9][C:6]([CH:7]=[O:8])=[CH:5][N:4]=1.CC([O-])=O.[Na+].[Br:16]Br.[OH-].[Na+]. The catalyst is CC(O)=O.O. The product is [Br:16][C:10]1[C:3]([O:2][CH3:1])=[N:4][CH:5]=[C:6]([CH:9]=1)[CH:7]=[O:8]. The yield is 0.390. (7) The reactants are [CH3:1][C@H:2]([CH2:8][CH2:9][CH2:10][CH2:11][CH3:12])[CH2:3][CH2:4][C:5]([OH:7])=O.C(N(CC)CC)C.CC(C)(C)C(Cl)=O.[Li+].[Cl-].[CH3:29][C@@H:30]1[CH:34]([C:35]2[CH:40]=[CH:39][CH:38]=[CH:37][CH:36]=2)[O:33][C:32](=[O:41])[NH:31]1. The catalyst is C1COCC1. The product is [CH3:29][C@@H:30]1[C@H:34]([C:35]2[CH:40]=[CH:39][CH:38]=[CH:37][CH:36]=2)[O:33][C:32](=[O:41])[N:31]1[C:5](=[O:7])[CH2:4][CH2:3][C@H:2]([CH3:1])[CH2:8][CH2:9][CH2:10][CH2:11][CH3:12]. The yield is 0.880.